Dataset: Forward reaction prediction with 1.9M reactions from USPTO patents (1976-2016). Task: Predict the product of the given reaction. (1) Given the reactants Br[CH2:2][C:3]([NH:5][C:6]1[CH:11]=[C:10]([Cl:12])[N:9]=[C:8]([C:13]2[CH:18]=[CH:17][CH:16]=[CH:15][CH:14]=2)[N:7]=1)=[O:4].[C:19]1(/[CH:25]=[CH:26]/[CH2:27][N:28]2[CH2:33][CH2:32][NH:31][CH2:30][CH2:29]2)[CH:24]=[CH:23][CH:22]=[CH:21][CH:20]=1.C(N(CC)C(C)C)(C)C, predict the reaction product. The product is: [Cl:12][C:10]1[N:9]=[C:8]([C:13]2[CH:18]=[CH:17][CH:16]=[CH:15][CH:14]=2)[N:7]=[C:6]([NH:5][C:3](=[O:4])[CH2:2][N:31]2[CH2:32][CH2:33][N:28]([CH2:27]/[CH:26]=[CH:25]/[C:19]3[CH:24]=[CH:23][CH:22]=[CH:21][CH:20]=3)[CH2:29][CH2:30]2)[CH:11]=1. (2) Given the reactants [CH3:1][C:2]1[CH:7]=[C:6]([C:8]2[CH:13]=[C:12]([CH3:14])[CH:11]=[C:10]([CH3:15])[CH:9]=2)[N:5]=[C:4]([NH2:16])[N:3]=1.C1C(=O)N([I:24])C(=O)C1, predict the reaction product. The product is: [I:24][C:7]1[C:2]([CH3:1])=[N:3][C:4]([NH2:16])=[N:5][C:6]=1[C:8]1[CH:13]=[C:12]([CH3:14])[CH:11]=[C:10]([CH3:15])[CH:9]=1. (3) Given the reactants C([N:8]1[CH2:13][CH2:12][C@@H:11]([CH3:14])[C@@H:10]([N:15]2[C:24]3[C:19](=[CH:20][N:21]=[C:22]4[NH:27][CH:26]=[CH:25][C:23]4=3)[C:18](=[O:28])[CH:17]=[CH:16]2)[CH2:9]1)C1C=CC=CC=1.[ClH:29].CO, predict the reaction product. The product is: [ClH:29].[CH3:14][C@@H:11]1[CH2:12][CH2:13][NH:8][CH2:9][C@@H:10]1[N:15]1[C:24]2[C:19](=[CH:20][N:21]=[C:22]3[NH:27][CH:26]=[CH:25][C:23]3=2)[C:18](=[O:28])[CH:17]=[CH:16]1. (4) Given the reactants C[O:2][C:3](=[O:16])[CH:4]([O:14][CH3:15])[C:5]1[CH:10]=[CH:9][CH:8]=[C:7]([N+:11]([O-:13])=[O:12])[CH:6]=1.[OH-].[Na+], predict the reaction product. The product is: [CH3:15][O:14][CH:4]([C:5]1[CH:10]=[CH:9][CH:8]=[C:7]([N+:11]([O-:13])=[O:12])[CH:6]=1)[C:3]([OH:16])=[O:2]. (5) Given the reactants Cl.[Br:2][C:3]1[CH:4]=[C:5]([CH:8]=[CH:9][CH:10]=1)[CH2:6][NH2:7].[C:11](OC([O-])=O)([O:13][C:14]([CH3:17])([CH3:16])[CH3:15])=[O:12].C(N(CC)CC)C, predict the reaction product. The product is: [Br:2][C:3]1[CH:4]=[C:5]([CH:8]=[CH:9][CH:10]=1)[CH2:6][NH:7][C:11](=[O:12])[O:13][C:14]([CH3:17])([CH3:16])[CH3:15]. (6) Given the reactants S(=O)(=O)(O)O.[CH2:6](C(CC)C=O)[CH3:7].C(O)(C(F)(F)F)=O.C(O[C:28]1[CH:33]=[CH:32][C:31](C(F)(F)F)=[CH:30][C:29]=1[NH:38]N)C1C=CC=CC=1.[BH4-].[Na+], predict the reaction product. The product is: [NH:38]1[C:29]2[C:28](=[CH:33][CH:32]=[CH:31][CH:30]=2)[CH2:7][CH2:6]1. (7) Given the reactants [CH2:1]([O:4][C:5]1[CH:10]=[CH:9][C:8]([CH:11]2[CH2:16][CH2:15][N:14]([C:17]([O:19][C:20]([CH3:23])([CH3:22])[CH3:21])=[O:18])[CH2:13][CH:12]2[OH:24])=[CH:7][CH:6]=1)[CH:2]=[CH2:3].Cl[CH2:26][C:27]1[CH:36]=[CH:35][C:34]2[C:29](=[CH:30][CH:31]=[CH:32][CH:33]=2)[C:28]=1[O:37][CH2:38][O:39][CH2:40][CH2:41][O:42][CH3:43], predict the reaction product. The product is: [CH2:1]([O:4][C:5]1[CH:6]=[CH:7][C:8]([CH:11]2[CH2:16][CH2:15][N:14]([C:17]([O:19][C:20]([CH3:23])([CH3:22])[CH3:21])=[O:18])[CH2:13][CH:12]2[O:24][CH2:26][C:27]2[CH:36]=[CH:35][C:34]3[C:29](=[CH:30][CH:31]=[CH:32][CH:33]=3)[C:28]=2[O:37][CH2:38][O:39][CH2:40][CH2:41][O:42][CH3:43])=[CH:9][CH:10]=1)[CH:2]=[CH2:3]. (8) Given the reactants [F:1][C:2]([F:21])([F:20])[C:3]1[CH:4]=[CH:5][C:6]([O:12][CH2:13][C:14]2[CH:19]=[CH:18][CH:17]=[CH:16][CH:15]=2)=[C:7](B(O)O)[CH:8]=1.[CH2:22]([O:24][C:25](=[O:39])[C:26]1[CH:31]=[C:30]([CH3:32])[CH:29]=[C:28]([C:33]2[CH2:37][CH2:36][CH2:35][C:34]=2Br)[CH:27]=1)[CH3:23], predict the reaction product. The product is: [CH2:22]([O:24][C:25](=[O:39])[C:26]1[CH:31]=[C:30]([CH3:32])[CH:29]=[C:28]([C:33]2[CH2:37][CH2:36][CH2:35][C:34]=2[C:7]2[CH:8]=[C:3]([C:2]([F:21])([F:20])[F:1])[CH:4]=[CH:5][C:6]=2[O:12][CH2:13][C:14]2[CH:19]=[CH:18][CH:17]=[CH:16][CH:15]=2)[CH:27]=1)[CH3:23]. (9) Given the reactants [C:1]([C:5]1[CH:6]=[C:7]2[C:12](=[O:13])[O:11][C:9](=[O:10])[C:8]2=[CH:14][CH:15]=1)([CH3:4])([CH3:3])[CH3:2].[C:16]([C:20]1[CH:25]=[CH:24][CH:23]=[CH:22][CH:21]=1)([CH3:19])([CH3:18])[CH3:17].[Cl-].[Al+3].[Cl-].[Cl-].Cl, predict the reaction product. The product is: [C:1]([C:5]1[CH:15]=[CH:14][C:8]([C:9]([OH:11])=[O:10])=[C:7]([C:12](=[O:13])[C:23]2[CH:24]=[CH:25][C:20]([C:16]([CH3:19])([CH3:18])[CH3:17])=[CH:21][CH:22]=2)[CH:6]=1)([CH3:4])([CH3:3])[CH3:2]. (10) Given the reactants CC1C=CC(S(O[CH2:12][C@@H:13]2[O:18][C:17]3[C:19]([O:23][CH3:24])=[CH:20][CH:21]=[CH:22][C:16]=3[O:15][CH2:14]2)(=O)=O)=CC=1.[F:25][C:26]1[CH:27]=[C:28]2[C:32](=[CH:33][CH:34]=1)[NH:31][CH:30]=[C:29]2[C@@H:35]1[CH2:39][CH2:38][C@H:37]([NH2:40])[CH2:36]1.[OH-].[Na+], predict the reaction product. The product is: [F:25][C:26]1[CH:27]=[C:28]2[C:32](=[CH:33][CH:34]=1)[NH:31][CH:30]=[C:29]2[C@@H:35]1[CH2:39][CH2:38][C@H:37]([NH:40][CH2:12][C@@H:13]2[O:18][C:17]3[C:19]([O:23][CH3:24])=[CH:20][CH:21]=[CH:22][C:16]=3[O:15][CH2:14]2)[CH2:36]1.